Dataset: Reaction yield outcomes from USPTO patents with 853,638 reactions. Task: Predict the reaction yield, written as a fraction of the theoretical maximum amount of product (1.0 means a 100% yield; for example, 0.34 means a 34% yield). The reactants are [Br:1][C:2]1[CH:15]=[CH:14][C:5]([C:6]([C@@H:8]2[CH2:10][C@H:9]2[C:11]([OH:13])=[O:12])=[O:7])=[CH:4][CH:3]=1.[CH3:16]OC(OC)(C)C.Cl. The catalyst is CO. The product is [Br:1][C:2]1[CH:3]=[CH:4][C:5]([C:6]([C@@H:8]2[CH2:10][C@H:9]2[C:11]([O:13][CH3:16])=[O:12])=[O:7])=[CH:14][CH:15]=1. The yield is 0.830.